Task: Predict which catalyst facilitates the given reaction.. Dataset: Catalyst prediction with 721,799 reactions and 888 catalyst types from USPTO (1) Reactant: [NH2:1][C:2]1[CH:7]=[CH:6][C:5]([C:8]([O:10][CH3:11])=[O:9])=[CH:4][C:3]=1[NH:12][CH2:13][C@@H:14]1[CH2:18][CH2:17][N:16]([C:19]([O:21][C:22]([CH3:25])([CH3:24])[CH3:23])=[O:20])[CH2:15]1.[Br:26][C:27]1[CH:34]=[CH:33][C:30]([CH:31]=O)=[CH:29][CH:28]=1. Product: [Br:26][C:27]1[CH:34]=[CH:33][C:30]([C:31]2[N:12]([CH2:13][C@@H:14]3[CH2:18][CH2:17][N:16]([C:19]([O:21][C:22]([CH3:25])([CH3:24])[CH3:23])=[O:20])[CH2:15]3)[C:3]3[CH:4]=[C:5]([C:8]([O:10][CH3:11])=[O:9])[CH:6]=[CH:7][C:2]=3[N:1]=2)=[CH:29][CH:28]=1. The catalyst class is: 51. (2) The catalyst class is: 3. Product: [CH2:1]([O:3][C:4](=[O:12])[C:5]1[CH:10]=[CH:9][C:8]([O:20][C:19]2[C:14]([CH3:13])=[N:15][CH:16]=[CH:17][CH:18]=2)=[CH:7][CH:6]=1)[CH3:2]. Reactant: [CH2:1]([O:3][C:4](=[O:12])[C:5]1[CH:10]=[CH:9][C:8](F)=[CH:7][CH:6]=1)[CH3:2].[CH3:13][C:14]1[C:19]([OH:20])=[CH:18][CH:17]=[CH:16][N:15]=1.C(=O)([O-])[O-].[K+].[K+]. (3) Reactant: [NH2:1][C@H:2]([CH2:7][CH2:8][CH2:9][NH:10][C:11]([NH:13][S:14]([C:17]1[C:18]([CH3:31])=[C:19]2[C:24](=[C:25]([CH3:28])[C:26]=1[CH3:27])[O:23][C:22]([CH3:30])([CH3:29])[CH2:21][CH2:20]2)(=[O:16])=[O:15])=[NH:12])[C:3]([O:5][CH3:6])=[O:4].[CH2:32]([N:39]1[CH:44]=[CH:43][CH:42]=[C:41]([C:45](O)=[O:46])[C:40]1=[O:48])[C:33]1[CH:38]=[CH:37][CH:36]=[CH:35][CH:34]=1.CN(C(ON1N=NC2C=CC=CC1=2)=[N+](C)C)C.F[P-](F)(F)(F)(F)F.CCN(C(C)C)C(C)C. Product: [CH2:32]([N:39]1[CH:44]=[CH:43][CH:42]=[C:41]([C:45]([NH:1][C@H:2]([CH2:7][CH2:8][CH2:9][NH:10][C:11]([NH:13][S:14]([C:17]2[C:18]([CH3:31])=[C:19]3[C:24](=[C:25]([CH3:28])[C:26]=2[CH3:27])[O:23][C:22]([CH3:29])([CH3:30])[CH2:21][CH2:20]3)(=[O:15])=[O:16])=[NH:12])[C:3]([O:5][CH3:6])=[O:4])=[O:46])[C:40]1=[O:48])[C:33]1[CH:34]=[CH:35][CH:36]=[CH:37][CH:38]=1. The catalyst class is: 31. (4) Reactant: C(OC(=O)[NH:7][C@@H:8]1[CH2:17][C@H:11]2[CH2:12][N:13]([C:15]#[N:16])[CH2:14][C@@:10]2([C:18]([N:20]2[CH2:29][CH2:28][C:27]3[C:22](=[CH:23][C:24]([C:30]([F:33])([F:32])[F:31])=[CH:25][CH:26]=3)[CH2:21]2)=[O:19])[CH2:9]1)(C)(C)C.C(O)(C(F)(F)F)=[O:36]. Product: [NH2:7][C@@H:8]1[CH2:17][C@H:11]2[CH2:12][N:13]([C:15]([NH2:16])=[O:36])[CH2:14][C@@:10]2([C:18]([N:20]2[CH2:29][CH2:28][C:27]3[C:22](=[CH:23][C:24]([C:30]([F:32])([F:31])[F:33])=[CH:25][CH:26]=3)[CH2:21]2)=[O:19])[CH2:9]1. The catalyst class is: 2. (5) Reactant: [CH3:1][C:2]1([CH3:10])[CH2:7][CH2:6][CH2:5][C:4]([CH3:9])([CH3:8])[NH:3]1.C([Li:15])CCC. Product: [Li:15][N:3]1[C:4]([CH3:9])([CH3:8])[CH2:5][CH2:6][CH2:7][C:2]1([CH3:10])[CH3:1]. The catalyst class is: 1.